From a dataset of Full USPTO retrosynthesis dataset with 1.9M reactions from patents (1976-2016). Predict the reactants needed to synthesize the given product. (1) Given the product [C:23]([C:18]1[CH:17]=[C:16]([CH:21]=[CH:20][C:19]=1[OH:22])[C:15]([NH:14][CH2:13][C:12]([NH:11][C@H:5]1[CH2:4][CH2:3][C@@H:2]([N:1]([CH:49]([CH3:51])[CH3:48])[CH3:34])[CH2:7][C@H:6]1[C:8]([OH:10])=[O:9])=[O:28])=[O:27])([CH3:24])([CH3:25])[CH3:26], predict the reactants needed to synthesize it. The reactants are: [NH2:1][C@H:2]1[CH2:7][C@@H:6]([C:8]([OH:10])=[O:9])[C@@H:5]([NH:11][C:12](=[O:28])[CH2:13][NH:14][C:15](=[O:27])[C:16]2[CH:21]=[CH:20][C:19]([OH:22])=[C:18]([C:23]([CH3:26])([CH3:25])[CH3:24])[CH:17]=2)[CH2:4][CH2:3]1.C(Cl)Cl.[BH-](OC(C)=O)(OC(C)=O)O[C:34](C)=O.[Na+].C=O.[CH3:48][C:49]([CH3:51])=O. (2) Given the product [F:1][C:2]([F:14])([F:13])[C:3]1[CH:8]=[CH:7][C:6]([CH2:9][C:10]([Cl:17])=[O:11])=[CH:5][CH:4]=1, predict the reactants needed to synthesize it. The reactants are: [F:1][C:2]([F:14])([F:13])[C:3]1[CH:8]=[CH:7][C:6]([CH2:9][C:10](O)=[O:11])=[CH:5][CH:4]=1.S(Cl)([Cl:17])=O. (3) Given the product [F:11][C:10]1[CH:9]=[C:8]2[C:4]([C:5]([C:21]3[CH:22]=[N:23][N:24]([CH2:38][CH2:39][N:40]4[CH2:44][CH2:43][CH2:42][C:41]4=[O:45])[CH:25]=3)=[CH:6][N:7]2[S:12]([C:15]2[CH:20]=[CH:19][CH:18]=[CH:17][CH:16]=2)(=[O:14])=[O:13])=[CH:3][CH:2]=1, predict the reactants needed to synthesize it. The reactants are: F[C:2]1[CH:3]=[C:4]2[C:8](=[CH:9][C:10]=1[F:11])[N:7]([S:12]([C:15]1[CH:20]=[CH:19][CH:18]=[CH:17][CH:16]=1)(=[O:14])=[O:13])[CH:6]=[C:5]2[C:21]1[CH:22]=[N:23][N:24](CC2CCNCC2)[CH:25]=1.CS(O[CH2:38][CH2:39][N:40]1[CH2:44][CH2:43][CH2:42][C:41]1=[O:45])(=O)=O.C([O-])([O-])=O.[Cs+].[Cs+]. (4) Given the product [OH:12][N:11]([CH3:10])[C:7]([CH:4]1[CH2:3][CH2:13][O:16][CH2:6][CH2:5]1)=[NH:8], predict the reactants needed to synthesize it. The reactants are: O1[CH2:6][CH2:5][CH:4]([C:7]#[N:8])[CH2:3]C1.Cl.[CH3:10][NH:11][OH:12].[C:13](=[O:16])([O-])[O-].[Na+].[Na+].O. (5) Given the product [Br:1][C:2]1[CH:3]=[C:4]([CH:5]2[C:33]3[C:34](=[O:36])[CH2:35][CH:30]([CH2:27][CH2:28][CH3:29])[CH2:31][C:32]=3[NH:26][C:22]([CH3:21])=[C:23]2[C:24]#[N:25])[CH:7]=[C:8]([OH:20])[C:9]=1[O:10][CH2:11][C:12]1[CH:17]=[CH:16][CH:15]=[C:14]([O:18][CH3:19])[CH:13]=1, predict the reactants needed to synthesize it. The reactants are: [Br:1][C:2]1[CH:3]=[C:4]([CH:7]=[C:8]([OH:20])[C:9]=1[O:10][CH2:11][C:12]1[CH:17]=[CH:16][CH:15]=[C:14]([O:18][CH3:19])[CH:13]=1)[CH:5]=O.[CH3:21]/[C:22](/[NH2:26])=[CH:23]\[C:24]#[N:25].[CH2:27]([CH:30]1[CH2:35][C:34](=[O:36])[CH2:33][C:32](=O)[CH2:31]1)[CH2:28][CH3:29]. (6) The reactants are: S(=O)(=O)(O)O.[N+:6]([O-:9])(O)=[O:7].[Cl:10][C:11]1[CH:16]=[C:15]([CH3:17])[CH:14]=[CH:13][C:12]=1[CH3:18]. Given the product [Cl:10][C:11]1[CH:16]=[C:15]([CH3:17])[C:14]([N+:6]([O-:9])=[O:7])=[CH:13][C:12]=1[CH3:18], predict the reactants needed to synthesize it. (7) Given the product [Cl:1][C:2]1[C:3]([O:16][CH3:17])=[C:4]([CH:5]=[C:6]([O:8][CH2:9][CH:10]=[C:11]([Cl:12])[Cl:13])[CH:7]=1)[CH:14]=[O:15], predict the reactants needed to synthesize it. The reactants are: [Cl:1][C:2]1[C:3]([O:16][CH3:17])=[C:4]([CH2:14][OH:15])[CH:5]=[C:6]([O:8][CH2:9][CH:10]=[C:11]([Cl:13])[Cl:12])[CH:7]=1.[Cr](Cl)(O)(=O)=O.N1C=CC=CC=1.C(O)(C)C. (8) Given the product [Cl:13][C:14]1[CH:15]=[C:16]([CH:30]=[CH:31][C:32]=1[Cl:33])[O:17][CH:18]1[CH2:19][CH2:20][N:21]([CH:24]2[CH2:25][CH2:26][N:27]([S:7]([NH:10][C:11](=[O:12])[O:5][C:1]([CH3:4])([CH3:3])[CH3:2])(=[O:9])=[O:8])[CH2:28][CH2:29]2)[CH2:22][CH2:23]1, predict the reactants needed to synthesize it. The reactants are: [C:1]([OH:5])([CH3:4])([CH3:3])[CH3:2].Cl[S:7]([N:10]=[C:11]=[O:12])(=[O:9])=[O:8].[Cl:13][C:14]1[CH:15]=[C:16]([CH:30]=[CH:31][C:32]=1[Cl:33])[O:17][CH:18]1[CH2:23][CH2:22][N:21]([CH:24]2[CH2:29][CH2:28][NH:27][CH2:26][CH2:25]2)[CH2:20][CH2:19]1.C(N(CC)CC)C. (9) Given the product [CH3:25][C:24]1([CH2:23][N:20]2[CH2:19][CH2:18][N:17]([C:14]3[CH:13]=[CH:12][C:11]([C:10]([F:9])([F:27])[F:28])=[CH:16][CH:15]=3)[CH2:22][CH2:21]2)[CH2:2][O:26]1, predict the reactants needed to synthesize it. The reactants are: [I-].[CH3:2][S+](C)(C)=O.[H-].[Na+].[F:9][C:10]([F:28])([F:27])[C:11]1[CH:16]=[CH:15][C:14]([N:17]2[CH2:22][CH2:21][N:20]([CH2:23][C:24](=[O:26])[CH3:25])[CH2:19][CH2:18]2)=[CH:13][CH:12]=1.O. (10) Given the product [C:12]1([CH:11]=[C:7]([C:4]2[CH:5]=[CH:6][N:1]=[CH:2][CH:3]=2)[C:8](=[O:10])[CH3:9])[CH:17]=[CH:16][CH:15]=[CH:14][CH:13]=1, predict the reactants needed to synthesize it. The reactants are: [N:1]1[CH:6]=[CH:5][C:4]([CH2:7][C:8](=[O:10])[CH3:9])=[CH:3][CH:2]=1.[CH:11](=O)[C:12]1[CH:17]=[CH:16][CH:15]=[CH:14][CH:13]=1.N1CCCCC1.